From a dataset of Full USPTO retrosynthesis dataset with 1.9M reactions from patents (1976-2016). Predict the reactants needed to synthesize the given product. (1) Given the product [S:28]([OH:31])([OH:30])(=[O:29])=[O:27].[CH2:1]([C:3]1[CH:4]=[CH:5][C:6]([C:9](=[O:26])[CH2:10][O:11][C:12]2[CH:13]=[CH:14][C:15]([CH2:16][CH:17]3[S:21][C:20](=[O:22])[NH:19][C:18]3=[O:23])=[CH:24][CH:25]=2)=[N:7][CH:8]=1)[CH3:2], predict the reactants needed to synthesize it. The reactants are: [CH2:1]([C:3]1[CH:4]=[CH:5][C:6]([C:9](=[O:26])[CH2:10][O:11][C:12]2[CH:25]=[CH:24][C:15]([CH2:16][CH:17]3[S:21][C:20](=[O:22])[NH:19][C:18]3=[O:23])=[CH:14][CH:13]=2)=[N:7][CH:8]=1)[CH3:2].[OH:27][S:28]([OH:31])(=[O:30])=[O:29]. (2) Given the product [CH:7]([CH:4]1[CH2:5][CH2:6][CH:1]([CH3:11])[CH2:2][CH:3]1[O:10][P:18]1[O:22][C:21]([C:29]2[CH:34]=[CH:33][CH:32]=[CH:31][CH:30]=2)([C:23]2[CH:24]=[CH:25][CH:26]=[CH:27][CH:28]=2)[C:20]([C:35]2[CH:36]=[CH:37][CH:38]=[CH:39][CH:40]=2)([C:41]2[CH:42]=[CH:43][CH:44]=[CH:45][CH:46]=2)[O:19]1)([CH3:8])[CH3:9], predict the reactants needed to synthesize it. The reactants are: [CH:1]1([CH3:11])[CH2:6][CH2:5][CH:4]([CH:7]([CH3:9])[CH3:8])[CH:3]([OH:10])[CH2:2]1.C([Li])CCC.Cl[P:18]1[O:22][C:21]([C:29]2[CH:34]=[CH:33][CH:32]=[CH:31][CH:30]=2)([C:23]2[CH:28]=[CH:27][CH:26]=[CH:25][CH:24]=2)[C:20]([C:41]2[CH:46]=[CH:45][CH:44]=[CH:43][CH:42]=2)([C:35]2[CH:40]=[CH:39][CH:38]=[CH:37][CH:36]=2)[O:19]1.